Predict which catalyst facilitates the given reaction. From a dataset of Catalyst prediction with 721,799 reactions and 888 catalyst types from USPTO. Reactant: C(N(S(F)(F)[F:7])CC)C.[CH3:10][C:11]1[CH:25]=[C:24]([N+:26]([O-:28])=[O:27])[CH:23]=[CH:22][C:12]=1[O:13][C:14]1[CH:15]=[CH:16][C:17]([CH2:20]O)=[N:18][CH:19]=1.[Cl-].[NH4+]. Product: [F:7][CH2:20][C:17]1[CH:16]=[CH:15][C:14]([O:13][C:12]2[CH:22]=[CH:23][C:24]([N+:26]([O-:28])=[O:27])=[CH:25][C:11]=2[CH3:10])=[CH:19][N:18]=1. The catalyst class is: 2.